This data is from Full USPTO retrosynthesis dataset with 1.9M reactions from patents (1976-2016). The task is: Predict the reactants needed to synthesize the given product. (1) The reactants are: [OH:1][CH2:2][CH:3]1[CH2:12][N:7]2[CH2:8][CH2:9][NH:10][CH2:11][CH:6]2[CH2:5][CH2:4]1.Cl[C:14]1[N:19]=[CH:18][CH:17]=[CH:16][N:15]=1.C(=O)([O-])[O-].[Na+].[Na+]. Given the product [OH:1][CH2:2][CH:3]1[CH2:12][N:7]2[CH2:8][CH2:9][N:10]([C:14]3[N:19]=[CH:18][CH:17]=[CH:16][N:15]=3)[CH2:11][CH:6]2[CH2:5][CH2:4]1, predict the reactants needed to synthesize it. (2) Given the product [Br:1][C:2]1[CH:7]=[CH:6][C:5]([O:8][CH:12]2[CH2:17][CH2:16][O:15][C:13]2=[O:14])=[CH:4][CH:3]=1, predict the reactants needed to synthesize it. The reactants are: [Br:1][C:2]1[CH:7]=[CH:6][C:5]([OH:8])=[CH:4][CH:3]=1.[H-].[Na+].Br[CH:12]1[CH2:17][CH2:16][O:15][C:13]1=[O:14]. (3) Given the product [F:10][CH:9]([F:11])[C:8]1[CH:17]=[C:16]([CH:15]([F:33])[F:14])[NH:18][N:6]=1, predict the reactants needed to synthesize it. The reactants are: [Al+3].[Cl-].[Cl-].[Cl-].C[N:6]([C:8](F)(F)[CH:9]([F:11])[F:10])C.[F:14][CH:15]([F:33])[C:16](=[N:18]N=C(C1C=CC=CC=1)C1C=CC=CC=1)[CH3:17].C(C1C=CC=CC=1)(=O)C1C=CC=CC=1. (4) Given the product [OH:22][CH:21]1[C:20]2[CH:23]=[CH:24][CH:25]=[CH:26][C:19]=2[S:18](=[O:27])(=[O:28])[N:17]1[CH2:16][C:15]1[CH:29]=[CH:30][C:12]([O:11][CH3:10])=[CH:13][CH:14]=1, predict the reactants needed to synthesize it. The reactants are: CC(C[AlH]CC(C)C)C.[CH3:10][O:11][C:12]1[CH:30]=[CH:29][C:15]([CH2:16][N:17]2[C:21](=[O:22])[C:20]3[CH:23]=[CH:24][CH:25]=[CH:26][C:19]=3[S:18]2(=[O:28])=[O:27])=[CH:14][CH:13]=1. (5) Given the product [CH3:21][C@@H:18]1[O:17][C:16]([C:13]2[NH:12][C:11]([C:9]3[CH:10]=[C:5]([CH:6]=[C:7]([O:22][C:25]4[CH:30]=[CH:29][C:28]([S:31]([N:34]5[CH2:39][CH2:38][N:37]([CH3:40])[CH2:36][CH2:35]5)(=[O:32])=[O:33])=[CH:27][CH:26]=4)[CH:8]=3)[O:4][C@@H:3]([CH3:23])[CH2:2][OH:1])=[CH:15][CH:14]=2)=[N:20][CH2:19]1, predict the reactants needed to synthesize it. The reactants are: [OH:1][CH2:2][C@H:3]([CH3:23])[O:4][C:5]1[CH:6]=[C:7]([OH:22])[CH:8]=[C:9]([C:11]2[NH:12][C:13]([C:16]3[O:17][C@@H:18]([CH3:21])[CH2:19][N:20]=3)=[CH:14][CH:15]=2)[CH:10]=1.F[C:25]1[CH:30]=[CH:29][C:28]([S:31]([N:34]2[CH2:39][CH2:38][N:37]([CH3:40])[CH2:36][CH2:35]2)(=[O:33])=[O:32])=[CH:27][CH:26]=1.C(=O)([O-])[O-].[K+].[K+].O. (6) Given the product [ClH:44].[ClH:44].[N:45]12[CH2:50][CH2:49][CH:48]([CH2:51][CH2:52]1)[C@@H:47]([NH:53][C:54]([C:56]1[S:57][C:58]3[C:64]([C:2]4[CH:3]=[CH:4][C:5]([N:8]5[CH2:9][CH2:10][NH:11][CH2:12][CH2:13]5)=[CH:6][CH:7]=4)=[CH:63][CH:62]=[CH:61][C:59]=3[CH:60]=1)=[O:55])[CH2:46]2, predict the reactants needed to synthesize it. The reactants are: Br[C:2]1[CH:7]=[CH:6][C:5]([N:8]2[CH2:13][CH2:12][N:11](C(OC(C)(C)C)=O)[CH2:10][CH2:9]2)=[CH:4][CH:3]=1.B1(B2OC(C)(C)C(C)(C)O2)OC(C)(C)C(C)(C)O1.C([O-])(=O)C.[K+].[ClH:44].[N:45]12[CH2:52][CH2:51][CH:48]([CH2:49][CH2:50]1)[C@@H:47]([NH:53][C:54]([C:56]1[S:57][C:58]3[C:64](Br)=[CH:63][CH:62]=[CH:61][C:59]=3[CH:60]=1)=[O:55])[CH2:46]2.C(=O)([O-])[O-].[Na+].[Na+]. (7) Given the product [F:1][C:2]([F:40])([F:41])[C:3]1[CH:4]=[C:5]([CH2:13][N:14]([CH3:39])[C:15]([N:17]2[CH2:30][CH2:29][C@:20]3([NH:24][C@@H:23]([C:25]([NH2:44])=[O:27])[CH2:22][CH2:21]3)[CH2:19][C@@H:18]2[C:31]2[CH:36]=[CH:35][C:34]([F:37])=[CH:33][C:32]=2[CH3:38])=[O:16])[CH:6]=[C:7]([C:9]([F:12])([F:11])[F:10])[CH:8]=1, predict the reactants needed to synthesize it. The reactants are: [F:1][C:2]([F:41])([F:40])[C:3]1[CH:4]=[C:5]([CH2:13][N:14]([CH3:39])[C:15]([N:17]2[CH2:30][CH2:29][C@:20]3([NH:24][CH:23]([C:25]([O:27]C)=O)[CH2:22][CH2:21]3)[CH2:19][C@@H:18]2[C:31]2[CH:36]=[CH:35][C:34]([F:37])=[CH:33][C:32]=2[CH3:38])=[O:16])[CH:6]=[C:7]([C:9]([F:12])([F:11])[F:10])[CH:8]=1.CO.[NH3:44]. (8) Given the product [Br:1][C:2]1[CH:3]=[C:4]([CH:12]=[C:13]([C:15](=[O:20])[C:16]([F:18])([F:19])[F:17])[CH:14]=1)[C:5]([O:7][C:8]([CH3:11])([CH3:9])[CH3:10])=[O:6], predict the reactants needed to synthesize it. The reactants are: [Br:1][C:2]1[CH:3]=[C:4]([CH:12]=[C:13]([CH:15]([OH:20])[C:16]([F:19])([F:18])[F:17])[CH:14]=1)[C:5]([O:7][C:8]([CH3:11])([CH3:10])[CH3:9])=[O:6].CC(OI1(OC(C)=O)(OC(C)=O)OC(=O)C2C1=CC=CC=2)=O.C([O-])(O)=O.[Na+].[O-]S([O-])=O.[Na+].[Na+]. (9) Given the product [CH:1]1([C:4]2[C:5]([O:21][C@@H:22]([CH3:27])[C:23]([F:25])([F:26])[F:24])=[CH:6][C:7]([C:10]([NH:12][CH:13]([C:17]([CH3:19])([CH3:20])[CH3:18])[C:14]([N:30]([CH3:31])[CH3:29])=[O:16])=[O:11])=[N:8][CH:9]=2)[CH2:3][CH2:2]1, predict the reactants needed to synthesize it. The reactants are: [CH:1]1([C:4]2[C:5]([O:21][C@@H:22]([CH3:27])[C:23]([F:26])([F:25])[F:24])=[CH:6][C:7]([C:10]([NH:12][CH:13]([C:17]([CH3:20])([CH3:19])[CH3:18])[C:14]([OH:16])=O)=[O:11])=[N:8][CH:9]=2)[CH2:3][CH2:2]1.Cl.[CH3:29][NH:30][CH3:31]. (10) Given the product [CH3:16][C:15]1([CH3:17])[CH2:14][O:13][C:6](=[S:7])[N:18]1[C:19]1[S:20][CH:21]=[C:22]([C:24]2[CH:25]=[CH:26][C:27]([C:28]#[N:29])=[CH:30][CH:31]=2)[N:23]=1, predict the reactants needed to synthesize it. The reactants are: C1N=CN([C:6](N2C=NC=C2)=[S:7])C=1.[OH:13][CH2:14][C:15]([NH:18][C:19]1[S:20][CH:21]=[C:22]([C:24]2[CH:31]=[CH:30][C:27]([C:28]#[N:29])=[CH:26][CH:25]=2)[N:23]=1)([CH3:17])[CH3:16].